Dataset: Forward reaction prediction with 1.9M reactions from USPTO patents (1976-2016). Task: Predict the product of the given reaction. (1) The product is: [CH3:14][C:10]1([CH3:15])[CH2:11][CH2:12][N:8]([C@@H:6]([CH3:7])[CH2:5][OH:4])[CH2:9]1. Given the reactants C([O:4][CH2:5][C@@H:6]([N:8]1[C:12](=O)[CH2:11][C:10]([CH3:15])([CH3:14])[C:9]1=O)[CH3:7])(=O)C.[H-].[H-].[H-].[H-].[Li+].[Al+3], predict the reaction product. (2) Given the reactants [CH3:1][O:2][C:3]1[CH:8]=[CH:7][C:6]([C:9]([C:41]2[CH:46]=[CH:45][C:44]([O:47][CH3:48])=[CH:43][CH:42]=2)([C:35]2[CH:40]=[CH:39][CH:38]=[CH:37][CH:36]=2)[O:10][CH2:11][C@H:12]([CH2:16][N:17]2[CH:25]=[N:24][C:23]3[C:18]2=[N:19][CH:20]=[N:21][C:22]=3[NH:26][C:27](=[O:34])[C:28]2[CH:33]=[CH:32][CH:31]=[CH:30][CH:29]=2)[C@H:13]([OH:15])[CH3:14])=[CH:5][CH:4]=1.N1[C-]=NN=N1.C([NH2+]C(C)C)(C)C.[CH:61]([N:64]([CH:78]([CH3:80])[CH3:79])[P:65](N(C(C)C)C(C)C)[O:66][CH2:67][CH2:68][C:69]#[N:70])([CH3:63])[CH3:62], predict the reaction product. The product is: [CH:78]([N:64]([CH:61]([CH3:63])[CH3:62])[P:65]([O:66][CH2:67][CH2:68][C:69]#[N:70])[O:15][C@H:13]([CH3:14])[C@@H:12]([CH2:16][N:17]1[CH:25]=[N:24][C:23]2[C:18]1=[N:19][CH:20]=[N:21][C:22]=2[NH:26][C:27](=[O:34])[C:28]1[CH:33]=[CH:32][CH:31]=[CH:30][CH:29]=1)[CH2:11][O:10][C:9]([C:41]1[CH:42]=[CH:43][C:44]([O:47][CH3:48])=[CH:45][CH:46]=1)([C:6]1[CH:7]=[CH:8][C:3]([O:2][CH3:1])=[CH:4][CH:5]=1)[C:35]1[CH:36]=[CH:37][CH:38]=[CH:39][CH:40]=1)([CH3:80])[CH3:79]. (3) Given the reactants [CH3:1][O:2][C:3]1[CH:22]=[CH:21][C:6]([CH2:7][C@@H:8]2[C:12]3=[N:13][C:14]4[CH:19]=[CH:18][CH:17]=[CH:16][C:15]=4[N:11]3[C:10](=[O:20])[NH:9]2)=[CH:5][CH:4]=1.Cl.[F:24][C:25]([F:37])([F:36])[CH2:26][O:27][C:28]1[C:29]([CH2:34][NH2:35])=[N:30][CH:31]=[CH:32][N:33]=1.C(O)(C(F)(F)F)=O, predict the reaction product. The product is: [NH:11]1[C:15]2[CH:16]=[CH:17][CH:18]=[CH:19][C:14]=2[N:13]=[C:12]1[C@H:8]([NH:9][C:10]([NH:35][CH2:34][C:29]1[C:28]([O:27][CH2:26][C:25]([F:37])([F:36])[F:24])=[N:33][CH:32]=[CH:31][N:30]=1)=[O:20])[CH2:7][C:6]1[CH:21]=[CH:22][C:3]([O:2][CH3:1])=[CH:4][CH:5]=1. (4) Given the reactants [NH:1]([C:42]([O:44][C:45]([CH3:48])([CH3:47])[CH3:46])=[O:43])[C@H:2]([C:16]([NH:18][C:19]([C:22]([NH:24][C@H:25]([C:35]([NH:37][CH2:38][C:39]([OH:41])=[O:40])=[O:36])[CH2:26][CH2:27][C:28](=[O:34])[O:29][C:30]([CH3:33])([CH3:32])[CH3:31])=[O:23])([CH3:21])[CH3:20])=[O:17])[CH2:3][C:4]1[N:8]=[CH:7][N:6]([C:9]([O:11][C:12]([CH3:15])([CH3:14])[CH3:13])=[O:10])[CH:5]=1.CCN(C(C)C)C(C)C.CN(C(O[N:66]1[C:71](=[O:72])[CH2:70][CH2:69][C:67]1=[O:68])=[N+](C)C)C.F[P-](F)(F)(F)(F)F.ClCCl, predict the reaction product. The product is: [NH:1]([C:42]([O:44][C:45]([CH3:48])([CH3:47])[CH3:46])=[O:43])[C@H:2]([C:16]([NH:18][C:19]([C:22]([NH:24][C@H:25]([C:35]([NH:37][CH2:38][C:39]([O:41][N:66]1[C:71](=[O:72])[CH2:70][CH2:69][C:67]1=[O:68])=[O:40])=[O:36])[CH2:26][CH2:27][C:28](=[O:34])[O:29][C:30]([CH3:33])([CH3:31])[CH3:32])=[O:23])([CH3:20])[CH3:21])=[O:17])[CH2:3][C:4]1[N:8]=[CH:7][N:6]([C:9]([O:11][C:12]([CH3:14])([CH3:15])[CH3:13])=[O:10])[CH:5]=1. (5) Given the reactants C(C1C2N=C(C3C=CC(F)=CC=3)C=CC=2N=C(N)N=1)C.[O:21]1[CH2:26][CH2:25][CH2:24][O:23][CH:22]1[CH2:27][CH2:28][Mg]Br.[Cl:31][C:32]1[N:33]=[C:34](Cl)[C:35]2[N:41]=[C:40]([C:42]3[CH:47]=[CH:46][C:45]([F:48])=[CH:44][CH:43]=3)[CH:39]=[CH:38][C:36]=2[N:37]=1, predict the reaction product. The product is: [Cl:31][C:32]1[N:33]=[C:34]([CH2:28][CH2:27][CH:22]2[O:23][CH2:24][CH2:25][CH2:26][O:21]2)[C:35]2[N:41]=[C:40]([C:42]3[CH:47]=[CH:46][C:45]([F:48])=[CH:44][CH:43]=3)[CH:39]=[CH:38][C:36]=2[N:37]=1. (6) Given the reactants ClC1N=CC2C(NCC(C3C=CC=CC=3)C3C=CC=CN=3)=CC=CC=2N=1.[CH3:27][N:28]([CH3:44])[C:29]1[CH:34]=[CH:33][C:32](B2OC(C)(C)C(C)(C)O2)=[CH:31][CH:30]=1.[C:45]1([CH:51]([C:75]2[CH:80]=[CH:79][CH:78]=[CH:77][N:76]=2)[CH2:52][NH:53][C:54]2[C:63]3[C:58](=[CH:59][CH:60]=[CH:61][CH:62]=3)[N:57]=[C:56](C3C=CC(NS(C)(=O)=O)=CC=3)[N:55]=2)[CH:50]=[CH:49][CH:48]=[CH:47][CH:46]=1, predict the reaction product. The product is: [CH3:44][N:28]([CH3:27])[C:29]1[CH:30]=[CH:31][C:32]([C:56]2[N:55]=[C:54]([NH:53][CH2:52][CH:51]([C:45]3[CH:50]=[CH:49][CH:48]=[CH:47][CH:46]=3)[C:75]3[CH:80]=[CH:79][CH:78]=[CH:77][N:76]=3)[C:63]3[C:58](=[CH:59][CH:60]=[CH:61][CH:62]=3)[N:57]=2)=[CH:33][CH:34]=1. (7) Given the reactants [Cl:1][C:2]1[CH:3]=[C:4]([N:12]([CH3:31])[C:13]([NH:15][C@@H:16]2[CH2:21][CH2:20][CH2:19][N:18]([C:22]3[CH:27]=[N:26][C:25]([C:28]#[N:29])=[C:24](Cl)[N:23]=3)[CH2:17]2)=[O:14])[CH:5]=[C:6]([C:8]([F:11])([F:10])[F:9])[CH:7]=1.[CH:32]1([NH2:35])[CH2:34][CH2:33]1, predict the reaction product. The product is: [Cl:1][C:2]1[CH:3]=[C:4]([N:12]([CH3:31])[C:13]([NH:15][C@@H:16]2[CH2:21][CH2:20][CH2:19][N:18]([C:22]3[CH:27]=[N:26][C:25]([C:28]#[N:29])=[C:24]([NH:35][CH:32]4[CH2:34][CH2:33]4)[N:23]=3)[CH2:17]2)=[O:14])[CH:5]=[C:6]([C:8]([F:10])([F:11])[F:9])[CH:7]=1. (8) Given the reactants Br[C:2]1[CH:3]=[CH:4][C:5]([NH:8][C:9]2[N:10]=[N:11][N:12]([CH2:14][O:15][CH3:16])[CH:13]=2)=[N:6][CH:7]=1.[F:17][C:18]1[CH:19]=[C:20]([N:33]2[CH2:37][CH:36]([CH2:38][OH:39])[O:35][C:34]2=[O:40])[CH:21]=[CH:22][C:23]=1B1OC(C)(C)C(C)(C)O1.C(=O)([O-])[O-].[Na+].[Na+], predict the reaction product. The product is: [F:17][C:18]1[CH:19]=[C:20]([N:33]2[CH2:37][CH:36]([CH2:38][OH:39])[O:35][C:34]2=[O:40])[CH:21]=[CH:22][C:23]=1[C:2]1[CH:7]=[N:6][C:5]([NH:8][C:9]2[N:10]=[N:11][N:12]([CH2:14][O:15][CH3:16])[CH:13]=2)=[CH:4][CH:3]=1. (9) Given the reactants [Cl:1][C:2]1[CH:3]=[C:4]([C@H:9]([CH2:21][CH2:22][N:23]2[CH2:28][CH2:27][CH:26]([N:29](C(=O)C(F)(F)F)[CH2:30][CH2:31][CH2:32][NH:33][C:34](=[O:39])C(F)(F)F)[CH2:25][CH2:24]2)[CH2:10][N:11]([CH3:20])[C:12](=[O:19])[C:13]2[CH:18]=[CH:17][CH:16]=[CH:15][CH:14]=2)[CH:5]=[CH:6][C:7]=1[Cl:8].[ClH:46], predict the reaction product. The product is: [ClH:1].[ClH:46].[Cl:1][C:2]1[CH:3]=[C:4]([C@H:9]([CH2:21][CH2:22][N:23]2[CH2:24][CH2:25][CH:26]([N:29]3[CH2:30][CH2:31][CH2:32][NH:33][C:34]3=[O:39])[CH2:27][CH2:28]2)[CH2:10][N:11]([CH3:20])[C:12](=[O:19])[C:13]2[CH:18]=[CH:17][CH:16]=[CH:15][CH:14]=2)[CH:5]=[CH:6][C:7]=1[Cl:8]. (10) Given the reactants [Si]([O:8][CH2:9][CH2:10][N:11]([CH:45]([CH3:47])[CH3:46])[C:12]([C:14]1[C:19]([O:20][CH2:21][C:22]2[CH:27]=[CH:26][CH:25]=[CH:24][CH:23]=2)=[C:18]([OH:28])[N:17]=[C:16]([CH2:29][C:30]2([C:35]3[CH:40]=[CH:39][C:38]([C:41]([F:44])([F:43])[F:42])=[CH:37][CH:36]=3)[CH2:34][CH2:33][CH2:32][CH2:31]2)[N:15]=1)=[O:13])(C(C)(C)C)(C)C.Cl.OCCN(C(C)C)C(C1C(OCC2C=CC=CC=2)=C(O)N=C(CC2(C3C=C(Cl)C=CC=3Cl)CCCC2)N=1)=O, predict the reaction product. The product is: [OH:8][CH2:9][CH2:10][N:11]([CH:45]([CH3:47])[CH3:46])[C:12]([C:14]1[C:19]([O:20][CH2:21][C:22]2[CH:23]=[CH:24][CH:25]=[CH:26][CH:27]=2)=[C:18]([OH:28])[N:17]=[C:16]([CH2:29][C:30]2([C:35]3[CH:36]=[CH:37][C:38]([C:41]([F:43])([F:44])[F:42])=[CH:39][CH:40]=3)[CH2:31][CH2:32][CH2:33][CH2:34]2)[N:15]=1)=[O:13].